Task: Regression. Given a peptide amino acid sequence and an MHC pseudo amino acid sequence, predict their binding affinity value. This is MHC class II binding data.. Dataset: Peptide-MHC class II binding affinity with 134,281 pairs from IEDB (1) The peptide sequence is VQYSRADEEQQQALS. The MHC is DRB1_0404 with pseudo-sequence DRB1_0404. The binding affinity (normalized) is 0.128. (2) The peptide sequence is GTKGEAKDVIPEGWK. The MHC is DRB1_1001 with pseudo-sequence DRB1_1001. The binding affinity (normalized) is 0.0725.